The task is: Predict the reactants needed to synthesize the given product.. This data is from Full USPTO retrosynthesis dataset with 1.9M reactions from patents (1976-2016). (1) Given the product [Cl:1][C:2]1[CH:7]=[CH:6][CH:5]=[CH:4][C:3]=1[N:8]1[C:12]([S:13]([C:16]2[CH:17]=[N:18][C:19]([CH3:33])=[CH:20][CH:21]=2)(=[O:14])=[O:15])=[CH:11][C:10]([CH2:23][N:24]([CH3:32])[C:25](=[O:31])[O:26][C:27]([CH3:30])([CH3:29])[CH3:28])=[N:9]1, predict the reactants needed to synthesize it. The reactants are: [Cl:1][C:2]1[CH:7]=[CH:6][CH:5]=[CH:4][C:3]=1[N:8]1[C:12]([S:13]([C:16]2[CH:17]=[N:18][C:19](Cl)=[CH:20][CH:21]=2)(=[O:15])=[O:14])=[CH:11][C:10]([CH2:23][N:24]([CH3:32])[C:25](=[O:31])[O:26][C:27]([CH3:30])([CH3:29])[CH3:28])=[N:9]1.[CH3:33]B1OB(C)OB(C)O1.C(=O)([O-])[O-].[K+].[K+].O. (2) Given the product [C:18]1([S:24]([CH2:27][C:28]2[S:30][CH:2]=[C:3]([C:5]3[C:6](=[O:17])[NH:7][C:8]([CH2:15][CH3:16])=[C:9]([C:11](=[O:14])[CH2:12][CH3:13])[CH:10]=3)[N:29]=2)(=[O:25])=[O:26])[CH:19]=[CH:20][CH:21]=[CH:22][CH:23]=1, predict the reactants needed to synthesize it. The reactants are: Br[CH2:2][C:3]([C:5]1[C:6](=[O:17])[NH:7][C:8]([CH2:15][CH3:16])=[C:9]([C:11](=[O:14])[CH2:12][CH3:13])[CH:10]=1)=O.[C:18]1([S:24]([CH2:27][C:28](=[S:30])[NH2:29])(=[O:26])=[O:25])[CH:23]=[CH:22][CH:21]=[CH:20][CH:19]=1. (3) Given the product [Br:1][C:2]1[CH:3]=[C:4]2[NH:10][C:9]([C:11]3[CH:16]=[C:15]([CH:14]=[CH:13][C:12]=3[Cl:20])[NH2:17])=[N:8][C:5]2=[N:6][CH:7]=1, predict the reactants needed to synthesize it. The reactants are: [Br:1][C:2]1[CH:3]=[C:4]2[NH:10][C:9]([C:11]3[CH:16]=[C:15]([N+:17]([O-])=O)[CH:14]=[CH:13][C:12]=3[Cl:20])=[N:8][C:5]2=[N:6][CH:7]=1.O.O.Cl[Sn]Cl.